Dataset: Catalyst prediction with 721,799 reactions and 888 catalyst types from USPTO. Task: Predict which catalyst facilitates the given reaction. (1) Reactant: Br[CH2:2][C:3]1[CH:8]=[CH:7][C:6]([C:9]2[CH:13]=[C:12]([C:14]([NH2:16])=[O:15])[O:11][N:10]=2)=[CH:5][CH:4]=1.[CH3:17][O:18][C:19]1[CH:20]=[C:21]([OH:25])[CH:22]=[CH:23][CH:24]=1.C([O-])([O-])=O.[K+].[K+]. Product: [CH3:17][O:18][C:19]1[CH:20]=[C:21]([CH:22]=[CH:23][CH:24]=1)[O:25][CH2:2][C:3]1[CH:8]=[CH:7][C:6]([C:9]2[CH:13]=[C:12]([C:14]([NH2:16])=[O:15])[O:11][N:10]=2)=[CH:5][CH:4]=1. The catalyst class is: 23. (2) Reactant: [Br:1][C:2]1[C:3]([C:13]2[CH:18]=[CH:17][CH:16]=[CH:15][CH:14]=2)=[CH:4][C:5]2[NH:10][C:9](=O)[CH2:8][O:7][C:6]=2[N:12]=1.COC1C=CC(P2(SP(C3C=CC(OC)=CC=3)(=S)S2)=[S:28])=CC=1. Product: [Br:1][C:2]1[C:3]([C:13]2[CH:18]=[CH:17][CH:16]=[CH:15][CH:14]=2)=[CH:4][C:5]2[NH:10][C:9](=[S:28])[CH2:8][O:7][C:6]=2[N:12]=1. The catalyst class is: 11. (3) Reactant: [C:1]([C:5]1[CH:10]=[CH:9][CH:8]=[CH:7][C:6]=1[CH2:11][CH2:12][OH:13])([CH3:4])([CH3:3])[CH3:2].[C:14]1([CH3:24])[CH:19]=[CH:18][C:17]([S:20](Cl)(=[O:22])=[O:21])=[CH:16][CH:15]=1. Product: [CH3:24][C:14]1[CH:19]=[CH:18][C:17]([S:20]([O:13][CH2:12][CH2:11][C:6]2[CH:7]=[CH:8][CH:9]=[CH:10][C:5]=2[C:1]([CH3:4])([CH3:2])[CH3:3])(=[O:22])=[O:21])=[CH:16][CH:15]=1. The catalyst class is: 2. (4) Reactant: [Cl:1][C:2]1[C:7]([CH:8]=[O:9])=[C:6](Cl)[N:5]=[C:4]([S:11][CH3:12])[N:3]=1.C(N(C(C)C)C(C)C)C.[C:22]([O:26][CH3:27])(=[O:25])[CH2:23][SH:24]. Product: [CH3:27][O:26][C:22](=[O:25])[CH2:23][S:24][C:6]1[C:7]([CH:8]=[O:9])=[C:2]([Cl:1])[N:3]=[C:4]([S:11][CH3:12])[N:5]=1. The catalyst class is: 2. (5) Reactant: OC(C(F)(F)F)=O.[O:8]1[CH2:13][CH2:12][N:11]([C:14]2[C:15]3[N:16]([C:20]([CH:35]4[CH2:40][CH2:39][NH:38][CH2:37][CH2:36]4)=[C:21]([C:23]#[C:24][C:25]4[CH:34]=[CH:33][C:32]5[C:27](=[CH:28][CH:29]=[CH:30][CH:31]=5)[N:26]=4)[N:22]=3)[N:17]=[CH:18][CH:19]=2)[CH2:10][CH2:9]1.CCN(C(C)C)C(C)C.Br[CH2:51][C:52]([O:54][C:55]([CH3:58])([CH3:57])[CH3:56])=[O:53]. Product: [O:8]1[CH2:13][CH2:12][N:11]([C:14]2[C:15]3[N:16]([C:20]([CH:35]4[CH2:40][CH2:39][N:38]([CH2:51][C:52]([O:54][C:55]([CH3:58])([CH3:57])[CH3:56])=[O:53])[CH2:37][CH2:36]4)=[C:21]([C:23]#[C:24][C:25]4[CH:34]=[CH:33][C:32]5[C:27](=[CH:28][CH:29]=[CH:30][CH:31]=5)[N:26]=4)[N:22]=3)[N:17]=[CH:18][CH:19]=2)[CH2:10][CH2:9]1. The catalyst class is: 2. (6) Reactant: [OH-].[K+].[OH:3][C:4]1[CH:9]=[CH:8][CH:7]=[CH:6][C:5]=1[C:10](=[O:12])[CH3:11].C(OP([C:21](Br)([F:23])[F:22])(=O)OCC)C. Product: [F:22][CH:21]([F:23])[O:3][C:4]1[CH:9]=[CH:8][CH:7]=[CH:6][C:5]=1[C:10](=[O:12])[CH3:11]. The catalyst class is: 47.